From a dataset of Catalyst prediction with 721,799 reactions and 888 catalyst types from USPTO. Predict which catalyst facilitates the given reaction. (1) Reactant: [C:1]([O:5][C:6]([N:8]1[CH2:13][CH2:12][NH:11][CH2:10][CH2:9]1)=[O:7])([CH3:4])([CH3:3])[CH3:2].[O:14]1[CH2:18][CH2:17][CH:16](OS(C)(=O)=O)[CH2:15]1.C([O-])([O-])=O.[K+].[K+]. Product: [C:1]([O:5][C:6]([N:8]1[CH2:13][CH2:12][N:11]([CH:16]2[CH2:17][CH2:18][O:14][CH2:15]2)[CH2:10][CH2:9]1)=[O:7])([CH3:4])([CH3:2])[CH3:3]. The catalyst class is: 10. (2) Product: [CH3:31][O:20][C:18](=[O:19])[C:12]1[CH:11]=[CH:16][C:15]([N+:1]([O-:4])=[O:2])=[C:14]([O:24][CH3:21])[C:13]=1[CH3:17]. Reactant: [N+:1]([O-:4])(O)=[O:2].S(=O)(=O)(O)O.O[C:11]1[CH:16]=[CH:15][CH:14]=[C:13]([CH3:17])[C:12]=1[C:18]([OH:20])=[O:19].[C:21](=[O:24])([O-])[O-].[K+].[K+].S(OC)(O[CH3:31])(=O)=O. The catalyst class is: 21.